Dataset: Catalyst prediction with 721,799 reactions and 888 catalyst types from USPTO. Task: Predict which catalyst facilitates the given reaction. (1) Reactant: C(OC([N:8]1[CH2:12][CH2:11][C@H:10]([O:13][C:14]2[CH:15]=[C:16]3[C:21](=[CH:22][CH:23]=2)[N:20]=[CH:19][CH:18]=[C:17]3[C:24]2[CH:25]=[N:26][C:27]([O:31][CH3:32])=[C:28]([Cl:30])[CH:29]=2)[CH2:9]1)=O)(C)(C)C.C(O)(C(F)(F)F)=O. Product: [Cl:30][C:28]1[CH:29]=[C:24]([C:17]2[C:16]3[C:21](=[CH:22][CH:23]=[C:14]([O:13][C@H:10]4[CH2:11][CH2:12][NH:8][CH2:9]4)[CH:15]=3)[N:20]=[CH:19][CH:18]=2)[CH:25]=[N:26][C:27]=1[O:31][CH3:32]. The catalyst class is: 2. (2) The catalyst class is: 6. Product: [CH2:15]([C:19]1[CH:46]=[CH:45][C:22]([CH2:23][O:24][C:25]2[CH:33]=[CH:32][C:31]3[N:30]4[CH2:34][CH2:35][CH:36]([CH2:37][C:38]([OH:40])=[O:39])[C:29]4=[CH:28][C:27]=3[CH:26]=2)=[CH:21][C:20]=1[C:47]([F:50])([F:48])[F:49])[CH:16]([CH3:18])[CH3:17]. Reactant: NC(CS)C(O)=O.C(O)(C(F)(F)F)=O.[CH2:15]([C:19]1[CH:46]=[CH:45][C:22]([CH2:23][O:24][C:25]2[CH:33]=[CH:32][C:31]3[N:30]4[CH2:34][CH2:35][CH:36]([CH2:37][C:38]([O:40]C(C)(C)C)=[O:39])[C:29]4=[CH:28][C:27]=3[CH:26]=2)=[CH:21][C:20]=1[C:47]([F:50])([F:49])[F:48])[CH:16]([CH3:18])[CH3:17]. (3) Reactant: CCN(C(C)C)C(C)C.[CH3:10][O:11][C:12]1[CH:13]=[CH:14][CH:15]=[C:16]2[C:21]=1[O:20][C:19](=[O:22])[C:18]([C:23]([OH:25])=O)=[CH:17]2.CN(C(ON1N=NC2C=CC=NC1=2)=[N+](C)C)C.F[P-](F)(F)(F)(F)F.[CH3:50][N:51]1[CH:55]=[C:54]([C:56]2[CH:57]=[C:58]([NH2:62])[CH:59]=[CH:60][CH:61]=2)[CH:53]=[N:52]1. Product: [CH3:50][N:51]1[CH:55]=[C:54]([C:56]2[CH:57]=[C:58]([NH:62][C:23]([C:18]3[C:19](=[O:22])[O:20][C:21]4[C:16]([CH:17]=3)=[CH:15][CH:14]=[CH:13][C:12]=4[O:11][CH3:10])=[O:25])[CH:59]=[CH:60][CH:61]=2)[CH:53]=[N:52]1. The catalyst class is: 3. (4) Reactant: [CH2:1]([Li])CCC.[Br:6][C:7]1[CH:14]=[CH:13][C:10]([CH:11]=O)=[C:9]([F:15])[CH:8]=1. Product: [Br:6][C:7]1[CH:14]=[CH:13][C:10]([CH:11]=[CH2:1])=[C:9]([F:15])[CH:8]=1. The catalyst class is: 597. (5) Reactant: C(=O)(O)O.ClC(Cl)C.C([N:16]1[CH2:20][C@H:19]([C:21]2[CH:26]=[CH:25][C:24]([N+:27]([O-:29])=[O:28])=[CH:23][CH:22]=2)[C@@H:18]([CH2:30][O:31][Si:32]([C:35]([CH3:38])([CH3:37])[CH3:36])([CH3:34])[CH3:33])[CH2:17]1)C1C=CC=CC=1.C(=O)([O-])[O-].[Na+].[Na+]. Product: [Si:32]([O:31][CH2:30][C@@H:18]1[C@@H:19]([C:21]2[CH:22]=[CH:23][C:24]([N+:27]([O-:29])=[O:28])=[CH:25][CH:26]=2)[CH2:20][NH:16][CH2:17]1)([C:35]([CH3:38])([CH3:37])[CH3:36])([CH3:34])[CH3:33]. The catalyst class is: 26. (6) Product: [Br:27][C:7]1[N:6]=[C:5]([C:8]([O:10][CH2:11][CH3:12])=[O:9])[C:4]([NH:13][CH2:14][C:15]2[CH:19]=[CH:18][O:17][N:16]=2)=[CH:3][C:2]=1[F:1]. The catalyst class is: 10. Reactant: [F:1][C:2]1[CH:3]=[C:4]([NH:13][CH2:14][C:15]2[CH:19]=[CH:18][O:17][N:16]=2)[C:5]([C:8]([O:10][CH2:11][CH3:12])=[O:9])=[N:6][CH:7]=1.C1C(=O)N([Br:27])C(=O)C1. (7) Reactant: [NH2:1][C:2]1[CH:7]=[CH:6][C:5]([Cl:8])=[CH:4][C:3]=1[CH2:9][O:10][C:11]1[CH:20]=[CH:19][C:14]([C:15]([O:17][CH3:18])=[O:16])=[CH:13][CH:12]=1.[Cl:21][C:22]1[CH:27]=[CH:26][C:25]([S:28](Cl)(=[O:30])=[O:29])=[CH:24][CH:23]=1.O. Product: [Cl:21][C:22]1[CH:27]=[CH:26][C:25]([S:28]([NH:1][C:2]2[CH:7]=[CH:6][C:5]([Cl:8])=[CH:4][C:3]=2[CH2:9][O:10][C:11]2[CH:20]=[CH:19][C:14]([C:15]([O:17][CH3:18])=[O:16])=[CH:13][CH:12]=2)(=[O:30])=[O:29])=[CH:24][CH:23]=1. The catalyst class is: 202.